The task is: Predict the reactants needed to synthesize the given product.. This data is from Full USPTO retrosynthesis dataset with 1.9M reactions from patents (1976-2016). The reactants are: CC1(C)[O:6][CH:5]([CH2:7][O:8][C:9]([N:11]2[CH2:16][CH2:15][C:14]3[C:17]([C:33]#[N:34])=[C:18]([NH:20][C:21](=[O:32])[CH2:22][CH2:23][C:24]4[CH:29]=[CH:28][CH:27]=[CH:26][C:25]=4[O:30][CH3:31])[S:19][C:13]=3[CH2:12]2)=[O:10])[CH2:4][O:3]1.CC1C=CC(S(O)(=O)=O)=CC=1.C(N(CC)CC)C. Given the product [OH:6][CH:5]([CH2:4][OH:3])[CH2:7][O:8][C:9]([N:11]1[CH2:16][CH2:15][C:14]2[C:17]([C:33]#[N:34])=[C:18]([NH:20][C:21](=[O:32])[CH2:22][CH2:23][C:24]3[CH:29]=[CH:28][CH:27]=[CH:26][C:25]=3[O:30][CH3:31])[S:19][C:13]=2[CH2:12]1)=[O:10], predict the reactants needed to synthesize it.